From a dataset of Forward reaction prediction with 1.9M reactions from USPTO patents (1976-2016). Predict the product of the given reaction. (1) Given the reactants [C:1](OC(=O)C)(=[O:3])[CH3:2].[NH2:8][C:9]1[N:13]([CH2:14][C:15]([O:17][CH3:18])=[O:16])[N:12]=[C:11]([C:19]2[CH:20]=[N:21][CH:22]=[CH:23][CH:24]=2)[CH:10]=1, predict the reaction product. The product is: [C:1]([NH:8][C:9]1[N:13]([CH2:14][C:15]([O:17][CH3:18])=[O:16])[N:12]=[C:11]([C:19]2[CH:20]=[N:21][CH:22]=[CH:23][CH:24]=2)[CH:10]=1)(=[O:3])[CH3:2]. (2) The product is: [CH3:1][O:2][CH2:3][C:4]([C:7]1[CH:8]=[C:9]([CH:10]=[CH:11][CH:12]=1)[CH:13]=[O:14])([CH3:6])[CH3:5]. Given the reactants [CH3:1][O:2][CH2:3][C:4]([C:7]1[CH:8]=[C:9]([CH:13]2OCC[O:14]2)[CH:10]=[CH:11][CH:12]=1)([CH3:6])[CH3:5].Cl, predict the reaction product. (3) Given the reactants [CH3:1][O:2][CH2:3][CH2:4][CH2:5][CH2:6][C:7]1[N:11]([C:12]2[CH:17]=[CH:16][CH:15]=[CH:14][CH:13]=2)[C:10](=O)[NH:9][C:8]=1[C:19]([O:21][CH3:22])=[O:20].P(Cl)(Cl)([Cl:25])=O, predict the reaction product. The product is: [Cl:25][C:10]1[N:11]([C:12]2[CH:17]=[CH:16][CH:15]=[CH:14][CH:13]=2)[C:7]([CH2:6][CH2:5][CH2:4][CH2:3][O:2][CH3:1])=[C:8]([C:19]([O:21][CH3:22])=[O:20])[N:9]=1. (4) Given the reactants C[O:2][C:3]1[CH:16]=[C:15]2[C:6]([C:7]3([CH3:19])[C:12]([CH3:17])([CH2:13][CH2:14]2)[CH2:11][C:10](=[O:18])[CH2:9][CH2:8]3)=[CH:5][CH:4]=1.B(Br)(Br)Br, predict the reaction product. The product is: [OH:2][C:3]1[CH:16]=[C:15]2[C:6]([C@@:7]3([CH3:19])[C@:12]([CH3:17])([CH2:13][CH2:14]2)[CH2:11][C:10](=[O:18])[CH2:9][CH2:8]3)=[CH:5][CH:4]=1.